From a dataset of Full USPTO retrosynthesis dataset with 1.9M reactions from patents (1976-2016). Predict the reactants needed to synthesize the given product. (1) Given the product [C:1]([C:5]1[CH:10]=[C:9]([NH:11][C:12]([NH:13][C:14]2[C:23]3[C:18](=[CH:19][CH:20]=[CH:21][CH:22]=3)[C:17]([C:24]([N:68]3[CH2:69][CH2:70][CH:65]([OH:64])[CH2:66][CH2:67]3)=[O:25])=[CH:16][CH:15]=2)=[O:27])[C:8]([O:28][CH3:29])=[C:7]([NH:30][S:31]([CH3:34])(=[O:33])=[O:32])[CH:6]=1)([CH3:2])([CH3:3])[CH3:4], predict the reactants needed to synthesize it. The reactants are: [C:1]([C:5]1[CH:6]=[C:7]([NH:30][S:31]([CH3:34])(=[O:33])=[O:32])[C:8]([O:28][CH3:29])=[C:9]([NH:11][C:12](=[O:27])[NH:13][C:14]2[C:23]3[C:18](=[CH:19][CH:20]=[CH:21][CH:22]=3)[C:17]([C:24](O)=[O:25])=[CH:16][CH:15]=2)[CH:10]=1)([CH3:4])([CH3:3])[CH3:2].CN(C(ON1N=NC2C=CC=CC1=2)=[N+](C)C)C.[B-](F)(F)(F)F.C(N(CC)CC)C.[OH:64][CH:65]1[CH2:70][CH2:69][NH:68][CH2:67][CH2:66]1. (2) The reactants are: [CH:1]([C:4]1[S:8][C:7]([CH3:9])=[N:6][C:5]=1[C:10]1[CH:15]=[CH:14][C:13]([OH:16])=[CH:12][CH:11]=1)([CH3:3])[CH3:2].[OH-].[Na+].Cl[CH2:20][CH2:21][CH2:22][CH2:23][CH2:24][O:25][C:26]1[CH:33]=[CH:32][C:29]([C:30]#[N:31])=[CH:28][CH:27]=1.ICCCCCOC1C=CC(C#N)=CC=1. Given the product [CH:1]([C:4]1[S:8][C:7]([CH3:9])=[N:6][C:5]=1[C:10]1[CH:11]=[CH:12][C:13]([O:16][CH2:20][CH2:21][CH2:22][CH2:23][CH2:24][O:25][C:26]2[CH:27]=[CH:28][C:29]([C:30]#[N:31])=[CH:32][CH:33]=2)=[CH:14][CH:15]=1)([CH3:3])[CH3:2], predict the reactants needed to synthesize it. (3) Given the product [F:1][C:2]1[CH:7]=[CH:6][C:5]([CH2:8][O:9][C:10]2[CH:19]=[CH:18][C:17]([C:29]3[CH:30]=[N:31][NH:32][CH:33]=3)=[CH:16][C:11]=2[C:12]([O:14][CH3:15])=[O:13])=[CH:4][CH:3]=1, predict the reactants needed to synthesize it. The reactants are: [F:1][C:2]1[CH:7]=[CH:6][C:5]([CH2:8][O:9][C:10]2[CH:19]=[CH:18][C:17](I)=[CH:16][C:11]=2[C:12]([O:14][CH3:15])=[O:13])=[CH:4][CH:3]=1.CC1(C)C(C)(C)OB([C:29]2[CH:30]=[N:31][N:32](C(OC(C)(C)C)=O)[CH:33]=2)O1.P([O-])([O-])([O-])=O.[K+].[K+].[K+].CC(C([O-])=O)(C)C. (4) Given the product [CH2:1]([N:8]1[C:16]2[C:11](=[N:12][C:13]([N:29]([C:38]([O:40][C:41]([CH3:44])([CH3:43])[CH3:42])=[O:39])[NH:30][C:31]([O:33][C:34]([CH3:35])([CH3:36])[CH3:37])=[O:32])=[CH:14][CH:15]=2)[CH:10]=[C:9]1[C:18]1[N:22]([CH:23]2[CH2:28][CH2:27][CH2:26][CH2:25][O:24]2)[N:21]=[CH:20][CH:19]=1)[C:2]1[CH:7]=[CH:6][CH:5]=[CH:4][CH:3]=1, predict the reactants needed to synthesize it. The reactants are: [CH2:1]([N:8]1[C:16]2[C:11](=[N:12][C:13](Cl)=[CH:14][CH:15]=2)[CH:10]=[C:9]1[C:18]1[N:22]([CH:23]2[CH2:28][CH2:27][CH2:26][CH2:25][O:24]2)[N:21]=[CH:20][CH:19]=1)[C:2]1[CH:7]=[CH:6][CH:5]=[CH:4][CH:3]=1.[NH:29]([C:38]([O:40][C:41]([CH3:44])([CH3:43])[CH3:42])=[O:39])[NH:30][C:31]([O:33][C:34]([CH3:37])([CH3:36])[CH3:35])=[O:32].C([O-])([O-])=O.[Cs+].[Cs+].